Predict the product of the given reaction. From a dataset of Forward reaction prediction with 1.9M reactions from USPTO patents (1976-2016). (1) Given the reactants Br[C:2]1[C:7]([F:8])=[C:6]([F:9])[C:5]([F:10])=[C:4]([F:11])[C:3]=1[F:12].[Mg].C(O[Si:17]([O:24][CH2:25][CH3:26])([O:21][CH2:22][CH3:23])OCC)C, predict the reaction product. The product is: [F:8][C:7]1[C:2]([Si:17]([C:2]2[C:3]([F:12])=[C:4]([F:11])[C:5]([F:10])=[C:6]([F:9])[C:7]=2[F:8])([O:21][CH2:22][CH3:23])[O:24][CH2:25][CH3:26])=[C:3]([F:12])[C:4]([F:11])=[C:5]([F:10])[C:6]=1[F:9]. (2) Given the reactants C([N:8]1[CH2:12][CH2:11][CH:10]([C:13]2[NH:14][C:15](=[O:24])[C:16]3[C:21]([CH:22]=2)=[C:20]([CH3:23])[CH:19]=[CH:18][CH:17]=3)[CH2:9]1)C1C=CC=CC=1, predict the reaction product. The product is: [NH:8]1[CH2:12][CH2:11][CH:10]([C:13]2[NH:14][C:15](=[O:24])[C:16]3[C:21]([CH:22]=2)=[C:20]([CH3:23])[CH:19]=[CH:18][CH:17]=3)[CH2:9]1. (3) Given the reactants CN([CH:4]=[O:5])C.O=P(Cl)(Cl)Cl.[F:11][C:12]1[CH:13]=[CH:14][CH:15]=[C:16]2[C:20]=1[NH:19][CH:18]=[CH:17]2, predict the reaction product. The product is: [F:11][C:12]1[CH:13]=[CH:14][CH:15]=[C:16]2[C:20]=1[NH:19][CH:18]=[C:17]2[CH:4]=[O:5].